Dataset: Forward reaction prediction with 1.9M reactions from USPTO patents (1976-2016). Task: Predict the product of the given reaction. (1) Given the reactants [CH3:1][N:2]([C:11]1[C:20]2[C:15](=[CH:16][CH:17]=[C:18]([N+:21]([O-])=O)[CH:19]=2)[N:14]=[C:13]([CH3:24])[N:12]=1)[C:3]1[CH:8]=[CH:7][C:6]([NH:9][CH3:10])=[CH:5][CH:4]=1.ClC1C2C(=CC=C([N+]([O-])=O)C=2)N=C(C)N=1.CNC1C=CC(NC)=CC=1, predict the reaction product. The product is: [CH3:24][C:13]1[N:12]=[C:11]([N:2]([CH3:1])[C:3]2[CH:4]=[CH:5][C:6]([NH:9][CH3:10])=[CH:7][CH:8]=2)[C:20]2[C:15](=[CH:16][CH:17]=[C:18]([NH2:21])[CH:19]=2)[N:14]=1. (2) Given the reactants FC(F)(F)S(O[C:7]1[C:8]([O:30][CH2:31][CH3:32])=[CH:9][CH:10]=[C:11]2[C:16]=1[CH:15]=[N:14][CH:13]=[C:12]2[CH2:17][C:18]1[CH:23]=[C:22]([O:24][CH3:25])[C:21]([O:26][CH3:27])=[C:20]([O:28][CH3:29])[CH:19]=1)(=O)=O.[Na+].[CH3:36][S:37]([O-:39])=[O:38].CC1(C)C2C=CC=C(P(C3C=CC=CC=3)C3C=CC=CC=3)C=2OC2C1=CC=CC=2P(C1C=CC=CC=1)C1C=CC=CC=1.C([O-])([O-])=O.[Cs+].[Cs+].[ClH:88], predict the reaction product. The product is: [ClH:88].[CH2:31]([O:30][C:8]1[C:7]([S:37]([CH3:36])(=[O:39])=[O:38])=[C:16]2[C:11]([C:12]([CH2:17][C:18]3[CH:19]=[C:20]([O:28][CH3:29])[C:21]([O:26][CH3:27])=[C:22]([O:24][CH3:25])[CH:23]=3)=[CH:13][N:14]=[CH:15]2)=[CH:10][CH:9]=1)[CH3:32]. (3) Given the reactants [NH2:1][CH2:2][CH2:3][CH2:4][N:5]([CH2:10][C:11]1[CH:16]=[CH:15][CH:14]=[C:13]([C:17]2[CH:22]=[CH:21][N:20]=[C:19]([NH:23][CH2:24][CH2:25][C:26]3[CH:31]=[CH:30][C:29]([OH:32])=[CH:28][CH:27]=3)[N:18]=2)[CH:12]=1)[S:6]([CH3:9])(=[O:8])=[O:7].[C:33]1([S:39](Cl)(=[O:41])=[O:40])[CH:38]=[CH:37][CH:36]=[CH:35][CH:34]=1, predict the reaction product. The product is: [OH:32][C:29]1[CH:28]=[CH:27][C:26]([CH2:25][CH2:24][NH:23][C:19]2[N:18]=[C:17]([C:13]3[CH:12]=[C:11]([CH:16]=[CH:15][CH:14]=3)[CH2:10][N:5]([S:6]([CH3:9])(=[O:8])=[O:7])[CH2:4][CH2:3][CH2:2][NH:1][S:39]([C:33]3[CH:38]=[CH:37][CH:36]=[CH:35][CH:34]=3)(=[O:41])=[O:40])[CH:22]=[CH:21][N:20]=2)=[CH:31][CH:30]=1. (4) Given the reactants [Cl:1][CH2:2][C:3]1[CH:8]=[CH:7][C:6]([C:9]2[O:13][N:12]=[C:11]([CH2:14][CH:15]3[CH2:20][CH2:19][N:18]([CH:21]4[CH2:25][CH2:24][CH2:23][CH2:22]4)[CH2:17][CH2:16]3)[N:10]=2)=[CH:5][CH:4]=1.[F:26][C:27]1[CH:32]=[CH:31][C:30]([C:33]2[CH2:34][CH2:35][NH:36][CH2:37][CH:38]=2)=[CH:29][CH:28]=1, predict the reaction product. The product is: [ClH:1].[ClH:1].[CH:21]1([N:18]2[CH2:17][CH2:16][CH:15]([CH2:14][C:11]3[N:10]=[C:9]([C:6]4[CH:7]=[CH:8][C:3]([CH2:2][N:36]5[CH2:35][CH:34]=[C:33]([C:30]6[CH:31]=[CH:32][C:27]([F:26])=[CH:28][CH:29]=6)[CH2:38][CH2:37]5)=[CH:4][CH:5]=4)[O:13][N:12]=3)[CH2:20][CH2:19]2)[CH2:22][CH2:23][CH2:24][CH2:25]1. (5) Given the reactants Cl[C:2]1[CH:3]=[CH:4][C:5]2[N:6]([C:8]([C:11]3[S:15][C:14]([C:16](=[O:18])[CH3:17])=[CH:13][CH:12]=3)=[CH:9][N:10]=2)[N:7]=1.[CH:19]#[C:20][CH2:21][CH2:22][CH3:23].N#N, predict the reaction product. The product is: [C:19]([C:2]1[CH:3]=[CH:4][C:5]2[N:6]([C:8]([C:11]3[S:15][C:14]([C:16](=[O:18])[CH3:17])=[CH:13][CH:12]=3)=[CH:9][N:10]=2)[N:7]=1)#[C:20][CH2:21][CH2:22][CH3:23]. (6) Given the reactants [H-].[Na+].[Cl:3][C:4]1[CH:9]=[C:8]([NH:10][C:11]2[CH:16]=[CH:15][C:14]([F:17])=[CH:13][C:12]=2[CH3:18])[CH:7]=[CH:6][C:5]=1[C:19]([C:21]1[CH:26]=[CH:25][CH:24]=[CH:23][C:22]=1[CH3:27])=[O:20].Cl[C:29]([O:31][CH:32]([Cl:34])[CH3:33])=[O:30].[NH4+].[Cl-], predict the reaction product. The product is: [Cl:34][CH:32]([O:31][C:29](=[O:30])[N:10]([C:8]1[CH:7]=[CH:6][C:5]([C:19](=[O:20])[C:21]2[CH:26]=[CH:25][CH:24]=[CH:23][C:22]=2[CH3:27])=[C:4]([Cl:3])[CH:9]=1)[C:11]1[CH:16]=[CH:15][C:14]([F:17])=[CH:13][C:12]=1[CH3:18])[CH3:33]. (7) Given the reactants C(C1C=CC(OCC(O)=O)=CC=1)CC.[C:15]([C:19]1[CH:33]=[CH:32][C:22]([O:23][CH2:24][C:25]([O:27]C(C)(C)C)=[O:26])=[CH:21][CH:20]=1)([CH3:18])([CH3:17])[CH3:16], predict the reaction product. The product is: [C:15]([C:19]1[CH:33]=[CH:32][C:22]([O:23][CH2:24][C:25]([OH:27])=[O:26])=[CH:21][CH:20]=1)([CH3:18])([CH3:16])[CH3:17].